Predict the product of the given reaction. From a dataset of Forward reaction prediction with 1.9M reactions from USPTO patents (1976-2016). (1) Given the reactants COC1C=CC([C@H]([N:11]2[C@H:25]3[C@H:15]([CH2:16][CH2:17][CH2:18][C:19]4[C:20]3=[N:21][CH:22]=[CH:23][CH:24]=4)[CH2:14][CH2:13][CH2:12]2)C)=CC=1.FC(F)(F)C(O)=O, predict the reaction product. The product is: [NH:21]1[C@H:20]2[C@H:19]([CH2:18][CH2:17][CH2:16][C:15]3[C:25]2=[N:11][CH:12]=[CH:13][CH:14]=3)[CH2:24][CH2:23][CH2:22]1. (2) Given the reactants [CH3:1][C@@H:2]1[N:8]([C:9]([O:11][CH:12]2[CH2:16][CH2:15][CH2:14][CH2:13]2)=[O:10])[CH2:7][C:6]2[CH:17]=[CH:18][C:19]([C:21]([O:23]C)=O)=[CH:20][C:5]=2[O:4][CH2:3]1.[OH-:25].[Na+].[NH2:27]O, predict the reaction product. The product is: [OH:25][NH:27][C:21]([C:19]1[CH:18]=[CH:17][C:6]2[CH2:7][N:8]([C:9]([O:11][CH:12]3[CH2:16][CH2:15][CH2:14][CH2:13]3)=[O:10])[C@@H:2]([CH3:1])[CH2:3][O:4][C:5]=2[CH:20]=1)=[O:23].